From a dataset of Forward reaction prediction with 1.9M reactions from USPTO patents (1976-2016). Predict the product of the given reaction. Given the reactants [F:1][C:2]1[CH:7]=[CH:6][C:5]([NH:8][C:9]2[C:10]3[C:17]([CH3:18])=[C:16]([C:19]([O:21]C)=[O:20])[S:15][C:11]=3[N:12]=[CH:13][N:14]=2)=[C:4]([OH:23])[CH:3]=1.[OH-].[Na+].Cl, predict the reaction product. The product is: [F:1][C:2]1[CH:7]=[CH:6][C:5]([NH:8][C:9]2[C:10]3[C:17]([CH3:18])=[C:16]([C:19]([OH:21])=[O:20])[S:15][C:11]=3[N:12]=[CH:13][N:14]=2)=[C:4]([OH:23])[CH:3]=1.